From a dataset of Reaction yield outcomes from USPTO patents with 853,638 reactions. Predict the reaction yield, written as a fraction of the theoretical maximum amount of product (1.0 means a 100% yield; for example, 0.34 means a 34% yield). (1) The reactants are [NH:1]1[CH:5]=[CH:4][N:3]=[C:2]1[NH:6][C:7]([C:9]1[C:17]2[N:16]=[C:15]([NH:18][C:19]([C:21]3[CH:22]=[C:23]4[C:28](=[CH:29][CH:30]=3)[CH2:27][NH:26][CH2:25][CH2:24]4)=[O:20])[NH:14][C:13]=2[CH:12]=[CH:11][CH:10]=1)=[O:8].[C:31]1([S:37](Cl)(=[O:39])=[O:38])[CH:36]=[CH:35][CH:34]=[CH:33][CH:32]=1.C(N(CC)CC)C.O.NN. The catalyst is CN(C=O)C.O. The product is [NH:3]1[CH:4]=[CH:5][N:1]=[C:2]1[NH:6][C:7]([C:9]1[C:17]2[N:16]=[C:15]([NH:18][C:19]([C:21]3[CH:22]=[C:23]4[C:28](=[CH:29][CH:30]=3)[CH2:27][N:26]([S:37]([C:31]3[CH:36]=[CH:35][CH:34]=[CH:33][CH:32]=3)(=[O:39])=[O:38])[CH2:25][CH2:24]4)=[O:20])[NH:14][C:13]=2[CH:12]=[CH:11][CH:10]=1)=[O:8]. The yield is 0.650. (2) The reactants are N([O-])=O.[K+].N[C:6]1[CH:13]=[CH:12][C:9]([C:10]#[N:11])=[C:8]([F:14])[C:7]=1[CH3:15].[BrH:16].[OH-].[Na+]. The catalyst is CS(C)=O.[Cu]Br.O. The product is [Br:16][C:6]1[CH:13]=[CH:12][C:9]([C:10]#[N:11])=[C:8]([F:14])[C:7]=1[CH3:15]. The yield is 0.800. (3) The reactants are [CH3:1][N:2]1[C:10]2[C:5](=[CH:6][CH:7]=[CH:8][CH:9]=2)[C:4]([C:11]([O:13]C)=O)=[CH:3]1.[CH3:15][NH2:16]. No catalyst specified. The product is [CH3:15][NH:16][C:11]([C:4]1[C:5]2[C:10](=[CH:9][CH:8]=[CH:7][CH:6]=2)[N:2]([CH3:1])[CH:3]=1)=[O:13]. The yield is 0.560. (4) The yield is 0.630. The reactants are [CH2:1]1[CH2:5][O:4][CH2:3][CH2:2]1.[CH3:6][C:7]1([CH3:29])[C:19]2[NH:18][C:17]3[C:12](=[CH:13][CH:14]=[C:15]([C:20]#[N:21])[CH:16]=3)[C:11]=2[C:10](=[O:22])[C:9]2[CH:23]=[CH:24]C(C=C)=C[C:8]1=2.C[N+]1([O-])CC[O:34]CC1.C(N(CC(O)=O)CC(O)=O)CN(CC(O)=O)CC(O)=O.[Na].[Na]. The product is [OH:34][CH:1]([C:2]1[CH:24]=[CH:23][C:9]2[C:10](=[O:22])[C:11]3[C:12]4[C:17](=[CH:16][C:15]([C:20]#[N:21])=[CH:14][CH:13]=4)[NH:18][C:19]=3[C:7]([CH3:6])([CH3:29])[C:8]=2[CH:3]=1)[CH2:5][OH:4]. The catalyst is [Os](=O)(=O)(=O)=O.C(O)(C)(C)C. (5) The reactants are [Cl:1][C:2]1[CH:7]=[CH:6][CH:5]=[C:4]([Cl:8])[C:3]=1[C:9]1[C:18]2[O:17][CH:16]([CH2:19][NH2:20])[CH2:15][S:14][C:13]=2[CH:12]=[C:11]([F:21])[CH:10]=1.[CH3:22][C:23]([O:26][C:27](O[C:27]([O:26][C:23]([CH3:25])([CH3:24])[CH3:22])=[O:28])=[O:28])([CH3:25])[CH3:24]. The catalyst is C(Cl)Cl. The product is [C:23]([O:26][C:27](=[O:28])[NH:20][CH2:19][CH:16]1[CH2:15][S:14][C:13]2[CH:12]=[C:11]([F:21])[CH:10]=[C:9]([C:3]3[C:2]([Cl:1])=[CH:7][CH:6]=[CH:5][C:4]=3[Cl:8])[C:18]=2[O:17]1)([CH3:25])([CH3:24])[CH3:22]. The yield is 0.850. (6) The reactants are [Cl:1][C:2]1[S:6][C:5]([C:7]([OH:9])=O)=[CH:4][C:3]=1[C:10]1[N:14]([CH3:15])[N:13]=[CH:12][CH:11]=1.C(N(CC)C(C)C)(C)C.[NH2:25][C@@H:26]([CH2:39][CH:40]1[CH2:45][CH2:44][CH2:43][CH2:42][CH2:41]1)[CH2:27][N:28]1[C:36](=[O:37])[C:35]2[C:30](=[CH:31][CH:32]=[CH:33][CH:34]=2)[C:29]1=[O:38].CC(OC(N[C@H](C(O)=O)CC1C=CC=CC=1C(F)(F)F)=O)(C)C.F[P-](F)(F)(F)(F)F.Br[P+](N1CCCC1)(N1CCCC1)N1CCCC1. The catalyst is C(Cl)Cl. The product is [Cl:1][C:2]1[S:6][C:5]([C:7]([NH:25][C@H:26]([CH2:27][N:28]2[C:36](=[O:37])[C:35]3[C:30](=[CH:31][CH:32]=[CH:33][CH:34]=3)[C:29]2=[O:38])[CH2:39][CH:40]2[CH2:45][CH2:44][CH2:43][CH2:42][CH2:41]2)=[O:9])=[CH:4][C:3]=1[C:10]1[N:14]([CH3:15])[N:13]=[CH:12][CH:11]=1. The yield is 0.530. (7) The reactants are [H-].[Na+].Cl.[NH2:4][C:5]1[CH:10]=[CH:9][C:8]([OH:11])=[CH:7][C:6]=1[Cl:12].Cl[C:14]1[C:23]2[C:18](=[CH:19][C:20]([O:26][CH3:27])=[C:21]([O:24][CH3:25])[CH:22]=2)[N:17]=[CH:16][N:15]=1.ClC1N=CC2C(=CC=CC=2)N=1. The catalyst is O.CS(C)=O. The product is [Cl:12][C:6]1[CH:7]=[C:8]([O:11][C:14]2[C:23]3[C:18](=[CH:19][C:20]([O:26][CH3:27])=[C:21]([O:24][CH3:25])[CH:22]=3)[N:17]=[CH:16][N:15]=2)[CH:9]=[CH:10][C:5]=1[NH2:4]. The yield is 0.760.